Dataset: Peptide-MHC class II binding affinity with 134,281 pairs from IEDB. Task: Regression. Given a peptide amino acid sequence and an MHC pseudo amino acid sequence, predict their binding affinity value. This is MHC class II binding data. The peptide sequence is VWREMHHLVEFEPPH. The MHC is HLA-DQA10102-DQB10501 with pseudo-sequence HLA-DQA10102-DQB10501. The binding affinity (normalized) is 0.396.